This data is from Reaction yield outcomes from USPTO patents with 853,638 reactions. The task is: Predict the reaction yield, written as a fraction of the theoretical maximum amount of product (1.0 means a 100% yield; for example, 0.34 means a 34% yield). (1) The reactants are CN(C=O)C.[CH:6]([NH:10][C:11]1[CH:12]=[C:13]([N:21]([CH2:29][CH:30]2[CH2:35][CH2:34][O:33][CH2:32][CH2:31]2)[C:22](=[O:28])[O:23][C:24]([CH3:27])([CH3:26])[CH3:25])[C:14]2[N:15]([C:17](I)=[CH:18][N:19]=2)[N:16]=1)([CH2:8][CH3:9])[CH3:7].[CH:36]1([NH:39][C:40]([C:42]2[CH:47]=[CH:46][C:45](B3OC(C)(C)C(C)(C)O3)=[CH:44][CH:43]=2)=[O:41])[CH2:38][CH2:37]1.C(=O)([O-])[O-].[Na+].[Na+]. The catalyst is C1C=CC(P(C2C=CC=CC=2)[C-]2C=CC=C2)=CC=1.C1C=CC(P(C2C=CC=CC=2)[C-]2C=CC=C2)=CC=1.Cl[Pd]Cl.[Fe+2].C(Cl)Cl.C(OCC)(=O)C.O. The product is [CH:6]([NH:10][C:11]1[CH:12]=[C:13]([N:21]([CH2:29][CH:30]2[CH2:35][CH2:34][O:33][CH2:32][CH2:31]2)[C:22](=[O:28])[O:23][C:24]([CH3:27])([CH3:26])[CH3:25])[C:14]2[N:15]([C:17]([C:45]3[CH:44]=[CH:43][C:42]([C:40](=[O:41])[NH:39][CH:36]4[CH2:38][CH2:37]4)=[CH:47][CH:46]=3)=[CH:18][N:19]=2)[N:16]=1)([CH2:8][CH3:9])[CH3:7]. The yield is 0.810. (2) The reactants are [OH:1][CH2:2][CH2:3][O:4][CH2:5][CH2:6][NH:7][C:8](=[O:14])[O:9][C:10]([CH3:13])([CH3:12])[CH3:11].[N+](=CC(=O)C[O:20]C)=[N-].B(F)(F)F.[CH3:27][CH2:28][O:29][CH2:30][CH3:31].O. The catalyst is ClCCl. The product is [C:10]([O:9][C:8]([NH:7][CH2:6][CH2:5][O:4][CH2:3][CH2:2][O:1][CH2:27][C:28]([O:29][CH2:30][CH3:31])=[O:20])=[O:14])([CH3:11])([CH3:13])[CH3:12]. The yield is 0.180. (3) The reactants are [C:1]([O:4][CH2:5][C:6]1[C:7]([C:21]([O:23][CH2:24][CH3:25])=[O:22])=[N:8][O:9][C:10]=1[C:11]1[CH:16]=[CH:15][CH:14]=[C:13](/[CH:17]=[CH:18]/[CH2:19][OH:20])[CH:12]=1)(=[O:3])[CH3:2].O[C:27]1[C:28]([OH:37])=[C:29]([CH:34]=[CH:35][CH:36]=1)[C:30]([O:32][CH3:33])=[O:31].C1C=CC(P(C2C=CC=CC=2)C2C=CC=CC=2)=CC=1.N#N.CCOC(/N=N/C(OCC)=O)=O. The catalyst is C1COCC1. The product is [C:1]([O:4][CH2:5][C:6]1[C:7]([C:21]([O:23][CH2:24][CH3:25])=[O:22])=[N:8][O:9][C:10]=1[C:11]1[CH:16]=[CH:15][CH:14]=[C:13](/[CH:17]=[CH:18]/[CH2:19][O:20][C:34]2[CH:35]=[CH:36][CH:27]=[C:28]([OH:37])[C:29]=2[C:30]([O:32][CH3:33])=[O:31])[CH:12]=1)(=[O:3])[CH3:2]. The yield is 0.430. (4) The reactants are O=[C:2]1[CH2:7][CH2:6][N:5]([CH2:8][C:9]2([C:15]([O:17][C:18]([CH3:21])([CH3:20])[CH3:19])=[O:16])[CH2:14][CH2:13][O:12][CH2:11][CH2:10]2)[CH2:4][CH2:3]1.C1(C)C=CC(S([CH2:31][N+:32]#[C-])(=O)=O)=CC=1.CCO.CC([O-])(C)C.[K+].C([O-])(O)=O.[Na+]. The catalyst is COCCOC. The product is [C:31]([CH:2]1[CH2:7][CH2:6][N:5]([CH2:8][C:9]2([C:15]([O:17][C:18]([CH3:21])([CH3:20])[CH3:19])=[O:16])[CH2:14][CH2:13][O:12][CH2:11][CH2:10]2)[CH2:4][CH2:3]1)#[N:32]. The yield is 0.630. (5) The reactants are [NH:1]([C:10]([O:12][C:13]([CH3:16])([CH3:15])[CH3:14])=[O:11])[C@H:2](C(O)=O)[CH2:3][CH2:4][CH2:5][CH3:6].C1C=CC2N(O)N=NC=2C=1.CN([C:30]([O:34]N1N=NC2C=CC=CC1=2)=[N+](C)C)C.F[P-](F)(F)(F)(F)F.CCN(C(C)C)C(C)C.[C:60]([O:64][CH2:65][CH:66]1[C:78]2[CH:77]=[CH:76][CH:75]=[CH:74][C:73]=2[C:72]2[C:67]1=[CH:68][CH:69]=[CH:70][CH:71]=2)(=[O:63])[NH:61][NH2:62]. The catalyst is CN(C=O)C.ClCCl. The product is [C:13]([O:12][C:10]([NH:1][CH2:2][CH2:3][CH2:4][CH2:5][CH2:6][C:30]([NH:62][NH:61][C:60]([O:64][CH2:65][CH:66]1[C:67]2[CH:68]=[CH:69][CH:70]=[CH:71][C:72]=2[C:73]2[C:78]1=[CH:77][CH:76]=[CH:75][CH:74]=2)=[O:63])=[O:34])=[O:11])([CH3:14])([CH3:15])[CH3:16]. The yield is 0.790. (6) The reactants are O.[OH-].[Li+].C([O:6][C:7](=[O:33])[CH:8]([O:30][CH2:31][CH3:32])[CH2:9][C:10]1[CH:15]=[CH:14][C:13]([O:16][CH2:17][CH2:18][C:19]2[CH:24]=[CH:23][C:22]([O:25][S:26]([CH3:29])(=[O:28])=[O:27])=[CH:21][CH:20]=2)=[CH:12][CH:11]=1)C. The catalyst is O.O1CCCC1. The product is [CH2:31]([O:30][CH:8]([CH2:9][C:10]1[CH:11]=[CH:12][C:13]([O:16][CH2:17][CH2:18][C:19]2[CH:20]=[CH:21][C:22]([O:25][S:26]([CH3:29])(=[O:27])=[O:28])=[CH:23][CH:24]=2)=[CH:14][CH:15]=1)[C:7]([OH:33])=[O:6])[CH3:32]. The yield is 0.960. (7) The reactants are [CH2:1]([N:8]1[CH:12]=[C:11]([C:13]2[CH:14]=[C:15]([N+:21]([O-])=O)[C:16]([O:19][CH3:20])=[N:17][CH:18]=2)[CH:10]=[N:9]1)[C:2]1[CH:7]=[CH:6][CH:5]=[CH:4][CH:3]=1. The catalyst is C(O)(=O)C.[Zn]. The product is [CH2:1]([N:8]1[CH:12]=[C:11]([C:13]2[CH:14]=[C:15]([NH2:21])[C:16]([O:19][CH3:20])=[N:17][CH:18]=2)[CH:10]=[N:9]1)[C:2]1[CH:3]=[CH:4][CH:5]=[CH:6][CH:7]=1. The yield is 0.740. (8) The reactants are [CH2:1]([N:8]1[C:13](=[O:14])[C:12]([CH2:15][C:16]2[CH:21]=[CH:20][C:19]([C:22]3[C:23]([C:28]#[N:29])=[CH:24][CH:25]=[CH:26][CH:27]=3)=[CH:18][CH:17]=2)=[C:11]([CH2:30][CH2:31][CH2:32][CH3:33])[N:10]=[C:9]1[CH2:34]O)[C:2]1[CH:7]=[CH:6][CH:5]=[CH:4][CH:3]=1.COCCN(S(F)(F)[F:46])CCOC.C(=O)([O-])O.[Na+]. The catalyst is ClCCl. The product is [CH2:1]([N:8]1[C:13](=[O:14])[C:12]([CH2:15][C:16]2[CH:21]=[CH:20][C:19]([C:22]3[C:23]([C:28]#[N:29])=[CH:24][CH:25]=[CH:26][CH:27]=3)=[CH:18][CH:17]=2)=[C:11]([CH2:30][CH2:31][CH2:32][CH3:33])[N:10]=[C:9]1[CH2:34][F:46])[C:2]1[CH:7]=[CH:6][CH:5]=[CH:4][CH:3]=1. The yield is 0.410. (9) The yield is 0.927. The product is [F:26][C:23]1[CH:24]=[CH:25][C:20]([C:18]2[NH:19][CH:15]([CH:12]3[CH2:11][CH2:10][N:9]([C:33]4[N:38]=[CH:37][N:36]=[C:35]5[NH:39][N:40]=[CH:41][C:34]=45)[CH2:14][CH2:13]3)[N:16]([CH3:31])[CH:17]=2)=[CH:21][C:22]=1[C:27]([F:29])([F:28])[F:30]. The reactants are Cl.C(OC([N:9]1[CH2:14][CH2:13][CH:12]([C:15]2[N:16]([CH3:31])[CH:17]=[C:18]([C:20]3[CH:25]=[CH:24][C:23]([F:26])=[C:22]([C:27]([F:30])([F:29])[F:28])[CH:21]=3)[N:19]=2)[CH2:11][CH2:10]1)=O)(C)(C)C.Cl[C:33]1[N:38]=[CH:37][N:36]=[C:35]2[NH:39][N:40]=[CH:41][C:34]=12.C(N(CC)CC)C. The catalyst is ClCCl. (10) The reactants are [NH2:1][C:2]([CH3:26])([CH3:25])[CH:3]([NH:8][C:9](=[O:24])[C:10]1[CH:15]=[CH:14][C:13]([C:16]#[C:17][C:18]#[C:19][CH:20]([CH3:23])[CH2:21][OH:22])=[CH:12][CH:11]=1)[C:4](OC)=[O:5].[NH2:27][OH:28]. The catalyst is CC(O)C. The product is [NH2:1][C:2]([CH3:26])([CH3:25])[C@H:3]([NH:8][C:9](=[O:24])[C:10]1[CH:15]=[CH:14][C:13]([C:16]#[C:17][C:18]#[C:19][CH:20]([CH3:23])[CH2:21][OH:22])=[CH:12][CH:11]=1)[C:4]([NH:27][OH:28])=[O:5]. The yield is 0.293.